This data is from Forward reaction prediction with 1.9M reactions from USPTO patents (1976-2016). The task is: Predict the product of the given reaction. (1) Given the reactants Cl[C:2]1[CH:7]=[CH:6][C:5]([F:8])=[CH:4][N:3]=1.[CH3:9][N:10]([CH3:32])[CH:11]1[CH2:15][CH2:14][N:13]([C:16]2[CH:21]=[CH:20][C:19]([NH:22][C:23](=[O:31])[C:24]3[CH:29]=[CH:28][C:27]([OH:30])=[CH:26][CH:25]=3)=[CH:18][CH:17]=2)[CH2:12]1, predict the reaction product. The product is: [CH3:9][N:10]([CH3:32])[CH:11]1[CH2:15][CH2:14][N:13]([C:16]2[CH:17]=[CH:18][C:19]([NH:22][C:23](=[O:31])[C:24]3[CH:25]=[CH:26][C:27]([O:30][C:2]4[CH:7]=[CH:6][C:5]([F:8])=[CH:4][N:3]=4)=[CH:28][CH:29]=3)=[CH:20][CH:21]=2)[CH2:12]1. (2) Given the reactants [Cl:1][C:2]1[C:11]2[C:6](=[CH:7][CH:8]=[C:9]([O:12][CH3:13])[N:10]=2)[N:5]=[CH:4][C:3]=1[NH:14]C(=O)OC(C)(C)C.C(O)(C(F)(F)F)=O, predict the reaction product. The product is: [Cl:1][C:2]1[C:11]2[C:6](=[CH:7][CH:8]=[C:9]([O:12][CH3:13])[N:10]=2)[N:5]=[CH:4][C:3]=1[NH2:14]. (3) Given the reactants C(OC([N:11]1[CH2:16][CH2:15][CH:14]([CH2:17][CH2:18][O:19][C:20]2[CH:25]=[CH:24][C:23]([F:26])=[CH:22][CH:21]=2)[CH2:13][CH2:12]1)=O)C1C=CC=CC=1.[H][H], predict the reaction product. The product is: [F:26][C:23]1[CH:22]=[CH:21][C:20]([O:19][CH2:18][CH2:17][CH:14]2[CH2:13][CH2:12][NH:11][CH2:16][CH2:15]2)=[CH:25][CH:24]=1.